Predict the product of the given reaction. From a dataset of Forward reaction prediction with 1.9M reactions from USPTO patents (1976-2016). Given the reactants [CH:1](=O)[C:2]1[C:3](=[CH:5][CH:6]=[CH:7][CH:8]=1)[OH:4].[NH2:10][C:11]1[CH:16]=[CH:15][C:14]([C:17]2[C:25]3[C:20](=[N:21][CH:22]=[N:23][C:24]=3[NH2:26])[N:19]([C@H:27]3[CH2:32][CH2:31][C@H:30]([N:33]4[CH2:38][CH2:37][N:36]([CH3:39])[CH2:35][CH2:34]4)[CH2:29][CH2:28]3)[N:18]=2)=[CH:13][C:12]=1[Cl:40], predict the reaction product. The product is: [NH2:26][C:24]1[N:23]=[CH:22][N:21]=[C:20]2[N:19]([C@H:27]3[CH2:32][CH2:31][C@H:30]([N:33]4[CH2:34][CH2:35][N:36]([CH3:39])[CH2:37][CH2:38]4)[CH2:29][CH2:28]3)[N:18]=[C:17]([C:14]3[CH:15]=[CH:16][C:11]([N:10]=[CH:1][C:2]4[CH:8]=[CH:7][CH:6]=[CH:5][C:3]=4[OH:4])=[C:12]([Cl:40])[CH:13]=3)[C:25]=12.